Dataset: Full USPTO retrosynthesis dataset with 1.9M reactions from patents (1976-2016). Task: Predict the reactants needed to synthesize the given product. (1) Given the product [Cl:8][C:9]1[CH:14]=[C:13]([N:15]([CH3:17])[CH3:16])[C:12]([F:18])=[CH:11][C:10]=1[C:19]1[CH:24]=[CH:23][N:22]=[C:21]([NH:43][C@@H:41]([CH:37]2[CH2:40][CH2:39][CH2:38]2)[CH3:42])[C:20]=1[N+:33]([O-:35])=[O:34], predict the reactants needed to synthesize it. The reactants are: OC(C(F)(F)F)=O.[Cl:8][C:9]1[CH:14]=[C:13]([N:15]([CH3:17])[CH3:16])[C:12]([F:18])=[CH:11][C:10]=1[C:19]1[CH:24]=[CH:23][N:22]=[C:21](OS(C(F)(F)F)(=O)=O)[C:20]=1[N+:33]([O-:35])=[O:34].Cl.[CH:37]1([C@H:41]([NH2:43])[CH3:42])[CH2:40][CH2:39][CH2:38]1. (2) The reactants are: C([Sn](CCCC)(CCCC)/[C:6](/[F:14])=[CH:7]/[C:8]1[CH:13]=[CH:12][CH:11]=[CH:10][CH:9]=1)CCC.Br[C:24]1[C:25]([NH2:42])=[N:26][CH:27]=[C:28]([C:30]2[CH:35]=[CH:34][C:33]([S:36]([CH:39]([CH3:41])[CH3:40])(=[O:38])=[O:37])=[CH:32][CH:31]=2)[N:29]=1. Given the product [F:14]/[C:6](/[C:24]1[C:25]([NH2:42])=[N:26][CH:27]=[C:28]([C:30]2[CH:35]=[CH:34][C:33]([S:36]([CH:39]([CH3:40])[CH3:41])(=[O:37])=[O:38])=[CH:32][CH:31]=2)[N:29]=1)=[CH:7]\[C:8]1[CH:9]=[CH:10][CH:11]=[CH:12][CH:13]=1, predict the reactants needed to synthesize it.